This data is from Merck oncology drug combination screen with 23,052 pairs across 39 cell lines. The task is: Regression. Given two drug SMILES strings and cell line genomic features, predict the synergy score measuring deviation from expected non-interaction effect. Drug 1: O=P1(N(CCCl)CCCl)NCCCO1. Drug 2: CS(=O)(=O)CCNCc1ccc(-c2ccc3ncnc(Nc4ccc(OCc5cccc(F)c5)c(Cl)c4)c3c2)o1. Cell line: NCIH2122. Synergy scores: synergy=-2.96.